This data is from Full USPTO retrosynthesis dataset with 1.9M reactions from patents (1976-2016). The task is: Predict the reactants needed to synthesize the given product. (1) Given the product [I:5][C:6]1[CH:12]=[CH:11][CH:10]=[CH:9][C:7]=1[NH:8][C:2]([NH2:3])=[O:1], predict the reactants needed to synthesize it. The reactants are: [O-:1][C:2]#[N:3].[K+].[I:5][C:6]1[CH:12]=[CH:11][CH:10]=[CH:9][C:7]=1[NH2:8]. (2) Given the product [OH:22][CH2:21][CH:9]1[CH2:10][N:11]([C:14]([O:16][C:17]([CH3:19])([CH3:20])[CH3:18])=[O:15])[CH2:12][CH2:13][N:8]1[C:6]([O:5][C:1]([CH3:4])([CH3:3])[CH3:2])=[O:7], predict the reactants needed to synthesize it. The reactants are: [C:1]([O:5][C:6]([N:8]1[CH2:13][CH2:12][N:11]([C:14]([O:16][C:17]([CH3:20])([CH3:19])[CH3:18])=[O:15])[CH2:10][CH:9]1[C:21](O)=[O:22])=[O:7])([CH3:4])([CH3:3])[CH3:2].C(N(CC)CC)C.ClC(OCC(C)C)=O.[BH4-].[Na+].Cl. (3) Given the product [Cl:1][C:2]1[CH:3]=[C:4]([C@@H:12]([CH2:31][CH:32]2[CH2:36][CH2:35][CH2:34][CH2:33]2)[C:13]([NH:15][C:16]2[CH:20]=[CH:19][N:18]([CH2:21][C:22]3[CH:23]=[C:24]([CH:28]=[CH:29][CH:30]=3)[C:25]([N:51]([CH3:52])[CH3:49])=[O:26])[N:17]=2)=[O:14])[CH:5]=[CH:6][C:7]=1[S:8]([CH3:11])(=[O:10])=[O:9], predict the reactants needed to synthesize it. The reactants are: [Cl:1][C:2]1[CH:3]=[C:4]([C@@H:12]([CH2:31][CH:32]2[CH2:36][CH2:35][CH2:34][CH2:33]2)[C:13]([NH:15][C:16]2[CH:20]=[CH:19][N:18]([CH2:21][C:22]3[CH:23]=[C:24]([CH:28]=[CH:29][CH:30]=3)[C:25](Cl)=[O:26])[N:17]=2)=[O:14])[CH:5]=[CH:6][C:7]=1[S:8]([CH3:11])(=[O:10])=[O:9].ClC1C=C([C@@H](CC2CCCC2)[C:49]([NH:51][C:52]2C=CN(CC3C=C(C=CC=3)C(N)=O)N=2)=O)C=CC=1S(C)(=O)=O.CNC.O.